This data is from Catalyst prediction with 721,799 reactions and 888 catalyst types from USPTO. The task is: Predict which catalyst facilitates the given reaction. (1) Reactant: [CH3:1][C:2]1[CH:7]=[CH:6][N:5]=[CH:4][C:3]=1[N:8]1[CH2:12][CH2:11][NH:10][C:9]1=[O:13].Br[C:15]1[CH:20]=[CH:19][C:18]([F:21])=[C:17]([O:22][CH3:23])[CH:16]=1.N[C@@H]1CCCC[C@H]1N.P([O-])([O-])([O-])=O.[K+].[K+].[K+]. Product: [F:21][C:18]1[CH:19]=[CH:20][C:15]([N:10]2[CH2:11][CH2:12][N:8]([C:3]3[CH:4]=[N:5][CH:6]=[CH:7][C:2]=3[CH3:1])[C:9]2=[O:13])=[CH:16][C:17]=1[O:22][CH3:23]. The catalyst class is: 246. (2) Product: [F:9][C:10]1[C:15]([C:22]([OH:24])=[O:23])=[CH:14][CH:13]=[C:12]([C:16]2[CH:17]=[CH:18][CH:19]=[CH:20][CH:21]=2)[N:11]=1. The catalyst class is: 7. Reactant: [Li+].CC([N-]C(C)C)C.[F:9][C:10]1[CH:15]=[CH:14][CH:13]=[C:12]([C:16]2[CH:21]=[CH:20][CH:19]=[CH:18][CH:17]=2)[N:11]=1.[C:22](=[O:24])=[O:23].Cl. (3) Reactant: [C:1]([O:4][CH2:5][C@@H:6]([NH:32][C:33]([O:35][CH2:36][C:37]1[CH:42]=[CH:41][CH:40]=[CH:39][CH:38]=1)=[O:34])[C:7]([N:9]1[CH2:13][CH2:12][CH2:11][C@H:10]1[C:14]([N:16]1[CH2:20][CH2:19][CH2:18][C@H:17]1[C:21]([NH:23][C@@H:24]([C@H:29]([OH:31])C)[C:25]([O:27][CH3:28])=[O:26])=[O:22])=[O:15])=[O:8])(=[O:3])[CH3:2].[CH3:43]N1CCOCC1.COC(=O)[C@@H](NC([C@@H]1CCCN1)=O)CO. Product: [C:1]([O:4][C@@H:5]([CH3:43])[C@@H:6]([NH:32][C:33]([O:35][CH2:36][C:37]1[CH:38]=[CH:39][CH:40]=[CH:41][CH:42]=1)=[O:34])[C:7]([N:9]1[CH2:13][CH2:12][CH2:11][C@H:10]1[C:14]([N:16]1[CH2:20][CH2:19][CH2:18][C@H:17]1[C:21]([NH:23][C@@H:24]([CH2:29][OH:31])[C:25]([O:27][CH3:28])=[O:26])=[O:22])=[O:15])=[O:8])(=[O:3])[CH3:2]. The catalyst class is: 59. (4) Reactant: Cl[C:2]1[N:7]=[CH:6][N:5]=[C:4]([N:8]2[C:12](=[O:13])[C:11]([C:14]3[CH:15]=[N:16][CH:17]=[CH:18][CH:19]=3)=[CH:10][NH:9]2)[CH:3]=1.[NH:20]1[CH2:23][CH:22]([NH:24][C:25](=[O:31])[O:26][C:27]([CH3:30])([CH3:29])[CH3:28])[CH2:21]1. Product: [O:13]=[C:12]1[N:8]([C:4]2[N:5]=[CH:6][N:7]=[C:2]([N:20]3[CH2:23][CH:22]([NH:24][C:25](=[O:31])[O:26][C:27]([CH3:29])([CH3:28])[CH3:30])[CH2:21]3)[CH:3]=2)[NH:9][CH:10]=[C:11]1[C:14]1[CH:15]=[N:16][CH:17]=[CH:18][CH:19]=1. The catalyst class is: 8. (5) Reactant: C(OC([N:8]1[CH2:13][CH2:12][N:11]([C:14]2[C:15]3[C:29]([C:30]([CH3:32])=[CH2:31])=[CH:28][N:27]=[CH:26][C:16]=3[N:17]=[C:18]([C:20]3[CH:25]=[CH:24][N:23]=[CH:22][CH:21]=3)[N:19]=2)[CH2:10][CH2:9]1)=O)(C)(C)C.Cl. Product: [C:30]([C:29]1[C:15]2[C:14]([N:11]3[CH2:12][CH2:13][NH:8][CH2:9][CH2:10]3)=[N:19][C:18]([C:20]3[CH:25]=[CH:24][N:23]=[CH:22][CH:21]=3)=[N:17][C:16]=2[CH:26]=[N:27][CH:28]=1)([CH3:32])=[CH2:31]. The catalyst class is: 2. (6) Reactant: C([Si](C)(C)[O:6][CH2:7][CH2:8][N:9]([C:34]#[N:35])[C:10]1[CH:15]=[CH:14][C:13]([NH:16][C:17](=[O:33])[C:18]2[CH:23]=[CH:22][CH:21]=[N:20][C:19]=2[NH:24][C:25]([C:27]2[S:28][C:29]([Cl:32])=[CH:30][CH:31]=2)=[O:26])=[CH:12][CH:11]=1)(C)(C)C.[CH3:38][S:39]([OH:42])(=[O:41])=[O:40]. Product: [CH3:38][S:39]([OH:42])(=[O:41])=[O:40].[Cl:32][C:29]1[S:28][C:27]([C:25]([NH:24][C:19]2[N:20]=[CH:21][CH:22]=[CH:23][C:18]=2[C:17]([NH:16][C:13]2[CH:14]=[CH:15][C:10]([N:9]3[CH2:8][CH2:7][O:6][C:34]3=[NH:35])=[CH:11][CH:12]=2)=[O:33])=[O:26])=[CH:31][CH:30]=1. The catalyst class is: 27.